This data is from Catalyst prediction with 721,799 reactions and 888 catalyst types from USPTO. The task is: Predict which catalyst facilitates the given reaction. Reactant: [NH2:1][C:2]1[C:7]([C:8]#[N:9])=[C:6]([C:10]2[CH:21]=[CH:20][C:13]3[O:14][CH:15]([CH2:18][OH:19])[CH2:16][O:17][C:12]=3[CH:11]=2)[C:5]([C:22]#[N:23])=[C:4]([SH:24])[N:3]=1.[OH:25][CH2:26][CH2:27]Br.C(=O)(O)[O-].[Na+]. Product: [NH2:1][C:2]1[C:7]([C:8]#[N:9])=[C:6]([C:10]2[CH:21]=[CH:20][C:13]3[O:14][CH:15]([CH2:18][OH:19])[CH2:16][O:17][C:12]=3[CH:11]=2)[C:5]([C:22]#[N:23])=[C:4]([S:24][CH2:27][CH2:26][OH:25])[N:3]=1. The catalyst class is: 3.